This data is from Forward reaction prediction with 1.9M reactions from USPTO patents (1976-2016). The task is: Predict the product of the given reaction. (1) Given the reactants [Br:1][C:2]1[CH:3]=[C:4]([CH2:7][CH2:8][NH2:9])[S:5][CH:6]=1.[CH3:10][CH:11](C)[CH:12]=O.[BH4-].[Na+].CCOC(C)=O, predict the reaction product. The product is: [Br:1][C:2]1[CH:3]=[C:4]([CH2:7][CH2:8][NH:9][CH:11]([CH3:12])[CH3:10])[S:5][CH:6]=1. (2) Given the reactants Br[CH2:2][CH:3]1[CH2:7][CH2:6][CH:5]([CH2:8][CH2:9][C:10]2[CH:15]=[C:14]([F:16])[CH:13]=[CH:12][C:11]=2[O:17][CH3:18])[O:4]1.[Na+].[I-].[C-:21]#[N:22].[K+].[Na].C([O-])(O)=O.[Na+], predict the reaction product. The product is: [C:21]([CH2:2][C@H:3]1[CH2:7][CH2:6][C@H:5]([CH2:8][CH2:9][C:10]2[CH:15]=[C:14]([F:16])[CH:13]=[CH:12][C:11]=2[O:17][CH3:18])[O:4]1)#[N:22]. (3) Given the reactants [F:1][CH2:2][CH2:3][N:4]1[CH2:13][CH2:12][C:11]2[C:6](=[CH:7][C:8]([N+:16]([O-])=O)=[C:9]([O:14][CH3:15])[CH:10]=2)[CH2:5]1.[H][H], predict the reaction product. The product is: [F:1][CH2:2][CH2:3][N:4]1[CH2:13][CH2:12][C:11]2[C:6](=[CH:7][C:8]([NH2:16])=[C:9]([O:14][CH3:15])[CH:10]=2)[CH2:5]1. (4) Given the reactants [CH3:1][C:2]1[CH:7]=[CH:6][C:5]([S:8]([NH:11][NH2:12])(=[O:10])=[O:9])=[CH:4][CH:3]=1.[CH:13]1([C@H:17]([NH:19][C:20]2[N:28]=[C:27]([C:29]([O:31][CH3:32])=[O:30])[N:26]=[C:25]3[C:21]=2[N:22]([CH2:46][C:47]2[CH:52]=[CH:51][C:50]([C:53]([F:56])([F:55])[F:54])=[CH:49][CH:48]=2)[C:23]([CH:33]2[CH2:38][CH2:37][CH2:36][C:35](=O)[CH:34]2[C:40]2[CH:45]=[CH:44][CH:43]=[CH:42][CH:41]=2)=[N:24]3)[CH3:18])[CH2:16][CH2:15][CH2:14]1, predict the reaction product. The product is: [CH:13]1([C@H:17]([NH:19][C:20]2[N:28]=[C:27]([C:29]([O:31][CH3:32])=[O:30])[N:26]=[C:25]3[C:21]=2[N:22]([CH2:46][C:47]2[CH:52]=[CH:51][C:50]([C:53]([F:54])([F:55])[F:56])=[CH:49][CH:48]=2)[C:23]([CH:33]2[CH2:38][CH2:37][CH2:36][C:35](=[N:12][NH:11][S:8]([C:5]4[CH:6]=[CH:7][C:2]([CH3:1])=[CH:3][CH:4]=4)(=[O:10])=[O:9])[CH:34]2[C:40]2[CH:45]=[CH:44][CH:43]=[CH:42][CH:41]=2)=[N:24]3)[CH3:18])[CH2:16][CH2:15][CH2:14]1. (5) Given the reactants [CH:1]1N=C[N:3]([C:6]([N:8]2[CH:12]=N[CH:10]=[CH:9]2)=[O:7])[CH:2]=1.NCC1[CH:20]=[CH:19][C:18]([CH2:21][NH:22][C:23](=[O:29])[O:24][C:25]([CH3:28])([CH3:27])[CH3:26])=[CH:17][CH:16]=1.CCN(C(C)C)C(C)C.[CH2:39]([CH:46]1[CH2:51]CNCC1)[C:40]1[CH:45]=[CH:44][CH:43]=[CH:42][CH:41]=1, predict the reaction product. The product is: [CH2:39]([CH:46]1[CH2:10][CH2:9][N:8]([C:6]([NH:3][CH2:2][C:1]2[CH:16]=[CH:17][C:18]([CH2:21][NH:22][C:23](=[O:29])[O:24][C:25]([CH3:27])([CH3:26])[CH3:28])=[CH:19][CH:20]=2)=[O:7])[CH2:12][CH2:51]1)[C:40]1[CH:41]=[CH:42][CH:43]=[CH:44][CH:45]=1. (6) Given the reactants [Cl:1][C:2]1[CH:7]=[CH:6][C:5](B(O)O)=[CH:4][CH:3]=1.C([O-])([O-])=O.[Na+].[Na+].Br[C:18]1[CH2:23][CH2:22][C:21]([CH3:25])([CH3:24])[CH2:20][C:19]=1[CH2:26][N:27]1[CH2:44][CH2:43][N:30]2[C:31]3[C:36]([CH2:37][CH2:38][C@@H:29]2[CH2:28]1)=[CH:35][C:34]([C:39]([O:41][CH3:42])=[O:40])=[CH:33][CH:32]=3, predict the reaction product. The product is: [Cl:1][C:2]1[CH:7]=[CH:6][C:5]([C:18]2[CH2:23][CH2:22][C:21]([CH3:24])([CH3:25])[CH2:20][C:19]=2[CH2:26][N:27]2[CH2:44][CH2:43][N:30]3[C:31]4[C:36]([CH2:37][CH2:38][C@@H:29]3[CH2:28]2)=[CH:35][C:34]([C:39]([O:41][CH3:42])=[O:40])=[CH:33][CH:32]=4)=[CH:4][CH:3]=1. (7) Given the reactants Br[C:2]1[CH:7]=[CH:6][CH:5]=[C:4]([Br:8])[C:3]=1[OH:9].[CH3:10][CH:11]([CH3:15])[CH2:12][C:13]#[CH:14], predict the reaction product. The product is: [Br:8][C:4]1[C:3]2[O:9][C:13]([CH2:12][CH:11]([CH3:15])[CH3:10])=[CH:14][C:2]=2[CH:7]=[CH:6][CH:5]=1. (8) Given the reactants Cl[C:2]1[CH:3]2[CH:10]=[CH:9][NH:8][CH:4]2[N:5]=[CH:6][N:7]=1.[N+:11]([C:14]1[CH:15]=[C:16]([OH:23])[CH:17]=[CH:18][C:19]=1[N+:20]([O-:22])=[O:21])([O-:13])=[O:12], predict the reaction product. The product is: [N+:11]([C:14]1[CH:15]=[C:16]([CH:17]=[CH:18][C:19]=1[N+:20]([O-:22])=[O:21])[O:23][C:2]1[CH:3]2[CH:10]=[CH:9][NH:8][CH:4]2[N:5]=[CH:6][N:7]=1)([O-:13])=[O:12].